Dataset: Full USPTO retrosynthesis dataset with 1.9M reactions from patents (1976-2016). Task: Predict the reactants needed to synthesize the given product. (1) Given the product [O:1]=[C:2]1[C:6]2[CH:7]=[CH:8][CH:9]=[CH:10][C:5]=2[C:4](=[O:11])[N:3]1[C:12]1[CH:13]=[CH:14][C:15]([N:30]([C:29]([N:42]=[S:39](=[O:41])=[O:40])=[O:48])[C:25]2[CH:24]=[CH:23][CH:22]=[CH:32][CH:31]=2)=[CH:16][CH:17]=1, predict the reactants needed to synthesize it. The reactants are: [O:1]=[C:2]1[C:6]2[CH:7]=[CH:8][CH:9]=[CH:10][C:5]=2[C:4](=[O:11])[N:3]1[C:12]1[CH:17]=[CH:16][C:15](S(N)(=O)=O)=[CH:14][CH:13]=1.[CH2:22]1[CH2:32][CH2:31][N:30]2[C:25](=NCC[CH2:29]2)[CH2:24][CH2:23]1.C1([S:39]([N:42]=C=O)(=[O:41])=[O:40])C=CC=CC=1.Cl.CS(C)=[O:48]. (2) Given the product [CH2:8]1[C:20]2[C:21]3[N:12]([CH2:13][CH:14]([C:22]([O:24][C:25]([CH3:28])([CH3:27])[CH3:26])=[O:23])[NH:15][C:16]=3[CH:17]=[CH:18][CH:19]=2)[CH2:11][CH2:10][NH:9]1, predict the reactants needed to synthesize it. The reactants are: C([CH:8]1[C:20]2[C:21]3[N:12]([CH2:13][CH:14]([C:22]([O:24][C:25]([CH3:28])([CH3:27])[CH3:26])=[O:23])[NH:15][C:16]=3[CH:17]=[CH:18][CH:19]=2)[CH2:11][CH2:10][NH:9]1)C1C=CC=CC=1. (3) Given the product [F:63][C:60]([F:61])([F:62])[C:59]([C:52]1[C:53]2[C:58](=[CH:57][CH:56]=[CH:55][CH:54]=2)[N:50]([NH:49][C:15]([C:11]2[C:12]([CH3:14])=[N:13][C:8]([C:4]3[CH:5]=[CH:6][CH:7]=[C:2]([F:1])[CH:3]=3)=[N:9][CH:10]=2)=[O:17])[CH:51]=1)=[O:64], predict the reactants needed to synthesize it. The reactants are: [F:1][C:2]1[CH:3]=[C:4]([C:8]2[N:13]=[C:12]([CH3:14])[C:11]([C:15]([OH:17])=O)=[CH:10][N:9]=2)[CH:5]=[CH:6][CH:7]=1.CN(C(SC1[N+]([O-])=CC=CC=1)=[N+](C)C)C.F[P-](F)(F)(F)(F)F.CCN(C(C)C)C(C)C.[NH2:49][N:50]1[C:58]2[C:53](=[CH:54][CH:55]=[CH:56][CH:57]=2)[C:52]([C:59](=[O:64])[C:60]([F:63])([F:62])[F:61])=[CH:51]1. (4) Given the product [F:1][C:2]1[CH:7]=[CH:6][C:5]([F:8])=[CH:4][C:3]=1[C@H:9]1[CH2:13][CH2:12][CH2:11][N:10]1[C:14]1[CH:15]=[CH:16][C:17]2[N:18]([C:20]([NH:23][C:24]([N:31]3[CH2:35][CH2:34][O:39][CH2:38][CH2:32]3)=[O:25])=[CH:21][N:22]=2)[N:19]=1, predict the reactants needed to synthesize it. The reactants are: [F:1][C:2]1[CH:7]=[CH:6][C:5]([F:8])=[CH:4][C:3]=1[C@H:9]1[CH2:13][CH2:12][CH2:11][N:10]1[C:14]1[CH:15]=[CH:16][C:17]2[N:18]([C:20]([NH2:23])=[CH:21][N:22]=2)[N:19]=1.[C:24]([N:31]1[CH:35]=[CH:34]N=[CH:32]1)(N1C=CN=C1)=[O:25].N1CC[O:39][CH2:38]C1. (5) Given the product [C:1]([O:5][C:6]([N:8]1[CH2:13][CH2:12][CH:11]([C:14]([NH:16][C:17]2[CH:32]=[CH:31][C:30](/[CH:36]=[CH:35]\[C:34]#[N:37])=[CH:29][C:18]=2[C:19]([NH:21][C:22]2[CH:27]=[CH:26][C:25]([Cl:28])=[CH:24][N:23]=2)=[O:20])=[O:15])[CH2:10][CH2:9]1)=[O:7])([CH3:4])([CH3:3])[CH3:2], predict the reactants needed to synthesize it. The reactants are: [C:1]([O:5][C:6]([N:8]1[CH2:13][CH2:12][CH:11]([C:14]([NH:16][C:17]2[CH:32]=[CH:31][C:30](I)=[CH:29][C:18]=2[C:19]([NH:21][C:22]2[CH:27]=[CH:26][C:25]([Cl:28])=[CH:24][N:23]=2)=[O:20])=[O:15])[CH2:10][CH2:9]1)=[O:7])([CH3:4])([CH3:3])[CH3:2].[C:34](#[N:37])[CH:35]=[CH2:36]. (6) The reactants are: FC(F)(F)C(O)=O.[F:8][C:9]1[CH:10]=[C:11]([C:15]2[CH:20]=[C:19]([C:21]3[NH:29][C:28]4[CH2:27][CH2:26][NH:25][C:24](=[O:30])[C:23]=4[CH:22]=3)[CH:18]=[CH:17][N:16]=2)[CH:12]=[CH:13][CH:14]=1.[N+:31]([O-])([OH:33])=[O:32].[OH-].[Na+]. Given the product [F:8][C:9]1[CH:10]=[C:11]([C:15]2[CH:20]=[C:19]([C:21]3[NH:29][C:28]4[CH2:27][CH2:26][NH:25][C:24](=[O:30])[C:23]=4[C:22]=3[N+:31]([O-:33])=[O:32])[CH:18]=[CH:17][N:16]=2)[CH:12]=[CH:13][CH:14]=1, predict the reactants needed to synthesize it. (7) Given the product [Cl:1][C:2]1[C:7]([O:8][CH3:9])=[CH:6][CH:5]=[CH:4][C:3]=1[C@@H:10]1[C:16]2[CH:17]=[C:18]([C:21]([F:22])([F:23])[F:24])[CH:19]=[CH:20][C:15]=2[N:14]2[C:25]([C:28]([F:31])([F:29])[F:30])=[N:26][N:27]=[C:13]2[C@@H:12]([CH2:32][C:33]([O:35][CH2:36][CH3:37])=[O:34])[O:11]1.[Cl:1][C:2]1[C:7]([O:8][CH3:9])=[CH:6][CH:5]=[CH:4][C:3]=1[C@H:10]1[C:16]2[CH:17]=[C:18]([C:21]([F:22])([F:23])[F:24])[CH:19]=[CH:20][C:15]=2[N:14]2[C:25]([C:28]([F:31])([F:29])[F:30])=[N:26][N:27]=[C:13]2[C@H:12]([CH2:32][C:33]([O:35][CH2:36][CH3:37])=[O:34])[O:11]1, predict the reactants needed to synthesize it. The reactants are: [Cl:1][C:2]1[C:7]([O:8][CH3:9])=[CH:6][CH:5]=[CH:4][C:3]=1[C@@H:10]1[C:16]2[CH:17]=[C:18]([C:21]([F:24])([F:23])[F:22])[CH:19]=[CH:20][C:15]=2[N:14]2[C:25]([C:28]([F:31])([F:30])[F:29])=[N:26][N:27]=[C:13]2[C@@H:12]([CH2:32][C:33]([O:35][CH2:36][CH3:37])=[O:34])[O:11]1.CCCCCC. (8) Given the product [F:1][CH2:42][C:40]1[N:41]=[C:37]([S:36][CH2:35][C:25]2[N:24]=[C:23]([NH:14][CH2:15][C:16]3[CH:21]=[CH:20][CH:19]=[C:18]([CH3:22])[N:17]=3)[CH:28]=[C:27]([N:29]3[CH2:34][CH2:33][O:32][CH2:31][CH2:30]3)[CH:26]=2)[S:38][C:39]=1[CH3:44], predict the reactants needed to synthesize it. The reactants are: [F:1]C(F)(F)C(O)=O.C(OC(=O)[N:14]([C:23]1[CH:28]=[C:27]([N:29]2[CH2:34][CH2:33][O:32][CH2:31][CH2:30]2)[CH:26]=[C:25]([CH2:35][S:36][C:37]2[S:38][C:39]([CH3:44])=[C:40]([CH2:42]O)[N:41]=2)[N:24]=1)[CH2:15][C:16]1[CH:21]=[CH:20][CH:19]=[C:18]([CH3:22])[N:17]=1)(C)(C)C. (9) Given the product [CH2:1]([O:3][C:4]([C:6]1[CH:11]=[C:10]([C:12]2[N:13]=[C:14]([C:17]3[CH:18]=[CH:19][N:20]=[CH:21][CH:22]=3)[S:15][CH:16]=2)[C:9](=[O:23])[NH:8][C:7]=1[CH2:24][CH2:25][N:32]1[CH2:34][CH2:35][CH2:36][CH2:37]1)=[O:5])[CH3:2], predict the reactants needed to synthesize it. The reactants are: [CH2:1]([O:3][C:4]([C:6]1[CH:11]=[C:10]([C:12]2[N:13]=[C:14]([C:17]3[CH:22]=[CH:21][N:20]=[CH:19][CH:18]=3)[S:15][CH:16]=2)[C:9](=[O:23])[NH:8][C:7]=1[CH2:24][CH2:25]O)=[O:5])[CH3:2].S(Cl)(C)(=O)=O.[N:32]1[CH:37]=[CH:36][CH:35]=[CH:34]C=1. (10) Given the product [CH2:11]([N:5]1[CH:6]=[C:7]([CH:17]=[O:18])[N:3]=[CH:4]1)[CH2:12][CH:13]([CH3:15])[CH3:14], predict the reactants needed to synthesize it. The reactants are: [H-].[Na+].[NH:3]1[CH:7]=[CH:6][N:5]=[C:4]1C=O.Br[CH2:11][CH2:12][CH:13]([CH3:15])[CH3:14].C1OCCOCCOCCOCCOCC[O:18][CH2:17]1.